Dataset: Forward reaction prediction with 1.9M reactions from USPTO patents (1976-2016). Task: Predict the product of the given reaction. (1) Given the reactants [CH:1]1([C:4]2[CH:9]=[C:8]([CH3:10])[C:7]([NH:11]C(=O)C(F)(F)F)=[C:6]([CH3:18])[CH:5]=2)[CH2:3][CH2:2]1.[OH-].[Na+].CCOC(C)=O, predict the reaction product. The product is: [CH:1]1([C:4]2[CH:5]=[C:6]([CH3:18])[C:7]([NH2:11])=[C:8]([CH3:10])[CH:9]=2)[CH2:3][CH2:2]1.[CH:1]1([C:4]2[CH:5]=[C:6]([CH3:18])[C:7]([NH2:11])=[C:8]([CH3:10])[CH:9]=2)[CH2:3][CH2:2]1. (2) Given the reactants [C:1]([C:5]1[CH:9]=[C:8]([NH:10][C:11]([NH:13][C@@H:14]2[C:23]3[C:18](=[CH:19][CH:20]=[CH:21][CH:22]=3)[C@H:17]([O:24][C:25]3[CH:26]=[CH:27][C:28]4[N:29]([C:31]([N:34]5[CH2:39][CH2:38][CH2:37][CH2:36][C@@H:35]5[CH3:40])=[N:32][N:33]=4)[CH:30]=3)[CH2:16][CH2:15]2)=[O:12])[N:7]([C:41]2[C:42]([CH2:49][O:50][Si:51]([CH:58]([CH3:60])[CH3:59])([CH:55]([CH3:57])[CH3:56])[CH:52]([CH3:54])[CH3:53])=[N:43][N:44]([CH2:46][CH2:47][OH:48])[CH:45]=2)[N:6]=1)([CH3:4])([CH3:3])[CH3:2].CCN(C(C)C)C(C)C.[CH3:70][S:71](Cl)(=[O:73])=[O:72], predict the reaction product. The product is: [C:1]([C:5]1[CH:9]=[C:8]([NH:10][C:11]([NH:13][C@@H:14]2[C:23]3[C:18](=[CH:19][CH:20]=[CH:21][CH:22]=3)[C@H:17]([O:24][C:25]3[CH:26]=[CH:27][C:28]4[N:29]([C:31]([N:34]5[CH2:39][CH2:38][CH2:37][CH2:36][C@@H:35]5[CH3:40])=[N:32][N:33]=4)[CH:30]=3)[CH2:16][CH2:15]2)=[O:12])[N:7]([C:41]2[C:42]([CH2:49][O:50][Si:51]([CH:55]([CH3:57])[CH3:56])([CH:58]([CH3:60])[CH3:59])[CH:52]([CH3:53])[CH3:54])=[N:43][N:44]([CH2:46][CH2:47][O:48][S:71]([CH3:70])(=[O:73])=[O:72])[CH:45]=2)[N:6]=1)([CH3:2])([CH3:3])[CH3:4]. (3) The product is: [N:30]1([C:28]([C:24]2[N:25]=[CH:26][N:27]=[C:22]([N:17]3[CH2:18][CH2:19][CH:14]([N:10]4[CH2:9][CH2:8][C:7]5[CH:20]=[C:3]([O:2][CH3:1])[CH:4]=[CH:5][C:6]=5[NH:12][C:11]4=[O:13])[CH2:15][CH2:16]3)[CH:23]=2)=[O:29])[C:38]2[C:33](=[CH:34][CH:35]=[CH:36][CH:37]=2)[CH2:32][CH2:31]1. Given the reactants [CH3:1][O:2][C:3]1[CH:4]=[CH:5][C:6]2[NH:12][C:11](=[O:13])[N:10]([CH:14]3[CH2:19][CH2:18][NH:17][CH2:16][CH2:15]3)[CH2:9][CH2:8][C:7]=2[CH:20]=1.Cl[C:22]1[N:27]=[CH:26][N:25]=[C:24]([C:28]([N:30]2[C:38]3[C:33](=[CH:34][CH:35]=[CH:36][CH:37]=3)[CH2:32][CH2:31]2)=[O:29])[CH:23]=1.CCN(C(C)C)C(C)C, predict the reaction product. (4) The product is: [C:1]([O:4][C:5]1[CH:6]=[C:7]2[C:12](=[CH:13][CH:14]=1)[N:11]=[C:10]([C:15]1[CH:20]=[CH:19][CH:18]=[C:17]([N+:21]([O-:23])=[O:22])[CH:16]=1)[N:9]=[C:8]2[Cl:32])(=[O:3])[CH3:2]. Given the reactants [C:1]([O:4][C:5]1[CH:6]=[C:7]2[C:12](=[CH:13][CH:14]=1)[N:11]=[C:10]([C:15]1[CH:20]=[CH:19][CH:18]=[C:17]([N+:21]([O-:23])=[O:22])[CH:16]=1)[NH:9][C:8]2=O)(=[O:3])[CH3:2].CN(C=O)C.O=S(Cl)[Cl:32], predict the reaction product. (5) Given the reactants [F:1][C:2]1[CH:3]=[C:4]([C@@H:13]([C:27]2[C:32]([F:33])=[CH:31][CH:30]=[CH:29][N:28]=2)[NH:14][C:15](=[O:26])[C:16]2[CH:21]=[CH:20][C:19]([OH:22])=[C:18]([N+:23]([O-])=O)[N:17]=2)[CH:5]=[CH:6][C:7]=1[O:8][C:9]([F:12])([F:11])[F:10].O.NN.CCOC(C)=O, predict the reaction product. The product is: [NH2:23][C:18]1[N:17]=[C:16]([C:15]([NH:14][C@@H:13]([C:4]2[CH:5]=[CH:6][C:7]([O:8][C:9]([F:12])([F:10])[F:11])=[C:2]([F:1])[CH:3]=2)[C:27]2[C:32]([F:33])=[CH:31][CH:30]=[CH:29][N:28]=2)=[O:26])[CH:21]=[CH:20][C:19]=1[OH:22]. (6) Given the reactants [OH-].[Li+].[F:3][C:4]1[CH:5]=[C:6]([C:11]2[CH:16]=[CH:15][C:14]([C:17]([NH:19][C@H:20]([C:28]([O:30]C)=[O:29])[C@@H:21]([CH3:27])[O:22][C:23]([CH3:26])([CH3:25])[CH3:24])=[O:18])=[C:13]([NH:32][C:33]([NH:35][C:36]3[C:41]([CH3:42])=[CH:40][C:39]([CH3:43])=[CH:38][C:37]=3[CH3:44])=[O:34])[CH:12]=2)[CH:7]=[C:8]([F:10])[CH:9]=1.CO.O, predict the reaction product. The product is: [F:3][C:4]1[CH:5]=[C:6]([C:11]2[CH:16]=[CH:15][C:14]([C:17]([NH:19][C@H:20]([C:28]([OH:30])=[O:29])[C@@H:21]([CH3:27])[O:22][C:23]([CH3:25])([CH3:24])[CH3:26])=[O:18])=[C:13]([NH:32][C:33]([NH:35][C:36]3[C:37]([CH3:44])=[CH:38][C:39]([CH3:43])=[CH:40][C:41]=3[CH3:42])=[O:34])[CH:12]=2)[CH:7]=[C:8]([F:10])[CH:9]=1. (7) The product is: [CH3:17][C@H:16]1[N:11]([C:9]([C:7]2[CH:8]=[CH:3][CH:4]=[CH:5][C:6]=2[N:29]2[N:30]=[N:36][CH:32]=[N:33]2)=[O:10])[CH2:12][C@H:13]([O:18][C:19]2[C:24]([C:25]([OH:28])([CH3:27])[CH3:26])=[CH:23][CH:22]=[CH:21][N:20]=2)[CH2:14][CH2:15]1. Given the reactants FC[C:3]1[CH:4]=[CH:5][C:6]([N:29]2[N:33]=[CH:32]C=[N:30]2)=[C:7]([C:9]([N:11]2[C@H:16]([CH3:17])[CH2:15][CH2:14][C@@H:13]([O:18][C:19]3[C:24]([C:25]([OH:28])([CH3:27])[CH3:26])=[CH:23][CH:22]=[CH:21][N:20]=3)[CH2:12]2)=[O:10])[CH:8]=1.FC1C(C(O)(C)C)=CC=C[N:36]=1, predict the reaction product. (8) The product is: [OH:19][C:20]1[CH:21]=[C:22]([CH:26]2[CH2:35][CH2:34][C:33]3[C:28](=[CH:29][CH:30]=[C:31]([OH:37])[CH:32]=3)[O:27]2)[CH:23]=[CH:24][CH:25]=1. Given the reactants FC1C=C(C2CCC3C(=CC=C(O)C=3)O2)C=CC=1.[OH:19][C:20]1[CH:21]=[C:22]([CH:26]2[CH2:35][CH:34](O)[C:33]3[C:28](=[CH:29][CH:30]=[C:31]([OH:37])[CH:32]=3)[O:27]2)[CH:23]=[CH:24][CH:25]=1, predict the reaction product. (9) Given the reactants [N:1]1[CH:6]=[CH:5][CH:4]=[CH:3][C:2]=1[C:7]1[O:11][CH:10]=[N:9][CH:8]=1.[C:12]1([CH2:18][CH2:19][CH:20]([O:27][Si:28]([CH:35]([CH3:37])[CH3:36])([CH:32]([CH3:34])[CH3:33])[CH:29]([CH3:31])[CH3:30])[CH2:21][CH2:22][CH2:23][C:24](O)=[O:25])[CH:17]=[CH:16][CH:15]=[CH:14][CH:13]=1, predict the reaction product. The product is: [C:12]1([CH2:18][CH2:19][CH:20]([O:27][Si:28]([CH:35]([CH3:37])[CH3:36])([CH:32]([CH3:34])[CH3:33])[CH:29]([CH3:31])[CH3:30])[CH2:21][CH2:22][CH2:23][C:24]([C:10]2[O:11][C:7]([C:2]3[CH:3]=[CH:4][CH:5]=[CH:6][N:1]=3)=[CH:8][N:9]=2)=[O:25])[CH:17]=[CH:16][CH:15]=[CH:14][CH:13]=1. (10) Given the reactants [CH2:1]([C:3]1[S:20][C:6]2[NH:7][C:8](=[O:19])[N:9]([CH2:12][CH2:13][C:14]3[S:15][CH:16]=[CH:17][CH:18]=3)[C:10](=[O:11])[C:5]=2[CH:4]=1)[CH3:2].Br[CH2:22][C:23]1[CH:28]=[CH:27][C:26]([C:29]2[CH:34]=[CH:33][CH:32]=[CH:31][C:30]=2[C:35]2[N:39]=[C:38](C(Cl)(Cl)Cl)[O:37][N:36]=2)=[CH:25][CH:24]=1.C(=O)([O-])[O-:45].[K+].[K+].CN(C)C=O, predict the reaction product. The product is: [CH2:1]([C:3]1[S:20][C:6]2[N:7]([CH2:22][C:23]3[CH:28]=[CH:27][C:26]([C:29]4[CH:34]=[CH:33][CH:32]=[CH:31][C:30]=4[C:35]4[NH:39][C:38](=[O:45])[O:37][N:36]=4)=[CH:25][CH:24]=3)[C:8](=[O:19])[N:9]([CH2:12][CH2:13][C:14]3[S:15][CH:16]=[CH:17][CH:18]=3)[C:10](=[O:11])[C:5]=2[CH:4]=1)[CH3:2].